From a dataset of Forward reaction prediction with 1.9M reactions from USPTO patents (1976-2016). Predict the product of the given reaction. Given the reactants [F:1][C:2]([F:15])([F:14])[S:3]([O:6]S(C(F)(F)F)(=O)=O)(=[O:5])=[O:4].O[C:17]1[CH:18]=[C:19]2[C:24](=[CH:25][CH:26]=1)[C:23](=[O:27])[CH2:22][CH2:21][CH2:20]2.N1C(C)=CC=CC=1C, predict the reaction product. The product is: [O:27]=[C:23]1[CH2:22][CH2:21][CH2:20][C:19]2[CH:18]=[C:17]([O:6][S:3]([C:2]([F:15])([F:14])[F:1])(=[O:5])=[O:4])[CH:26]=[CH:25][C:24]1=2.